This data is from Reaction yield outcomes from USPTO patents with 853,638 reactions. The task is: Predict the reaction yield, written as a fraction of the theoretical maximum amount of product (1.0 means a 100% yield; for example, 0.34 means a 34% yield). (1) The reactants are C(C1C=CC(C2C=CC=CC=2)=C(C(C)C)C=1C(C)C)(C)C.[O-]P([O-])([O-])=O.[K+].[K+].[K+].[CH2:30]([O:37][CH2:38][CH2:39][C@@H:40]1[C:44]2[NH:45][C:46](B3OC(C)(C)C(C)(C)O3)=[CH:47][C:43]=2[C:42](=[O:57])[NH:41]1)[C:31]1[CH:36]=[CH:35][CH:34]=[CH:33][CH:32]=1.[C:58]([NH:62][C:63]1[N:72]([CH3:73])[C:71](=[O:74])[C:70]2[C:65](=[C:66](I)[CH:67]=[CH:68][CH:69]=2)[N:64]=1)([CH3:61])([CH3:60])[CH3:59].[OH-].[Na+]. The catalyst is O1CCOCC1.O.C(Cl)Cl.C1C=CC(/C=C/C(/C=C/C2C=CC=CC=2)=O)=CC=1.C1C=CC(/C=C/C(/C=C/C2C=CC=CC=2)=O)=CC=1.C1C=CC(/C=C/C(/C=C/C2C=CC=CC=2)=O)=CC=1.[Pd].[Pd].CO. The product is [CH2:30]([O:37][CH2:38][CH2:39][C@@H:40]1[C:44]2[NH:45][C:46]([C:66]3[CH:67]=[CH:68][CH:69]=[C:70]4[C:65]=3[N:64]=[C:63]([NH:62][C:58]([CH3:59])([CH3:60])[CH3:61])[N:72]([CH3:73])[C:71]4=[O:74])=[CH:47][C:43]=2[C:42](=[O:57])[NH:41]1)[C:31]1[CH:32]=[CH:33][CH:34]=[CH:35][CH:36]=1. The yield is 0.400. (2) The reactants are Br.[NH2:2][C:3]1[C:4]([CH2:9][N:10]2[C:18]3[C:13](=[CH:14][CH:15]=[CH:16][CH:17]=3)[C:12]3([C:30]4[C:21](=[CH:22][C:23]5[O:28][CH2:27][CH2:26][O:25][C:24]=5[CH:29]=4)[O:20][CH2:19]3)[C:11]2=[O:31])=[N:5][CH:6]=[CH:7][CH:8]=1.[CH3:32][S:33](Cl)(=[O:35])=[O:34].N1C=CC=CC=1. The catalyst is ClCCl. The product is [O:31]=[C:11]1[C:12]2([C:30]3[C:21](=[CH:22][C:23]4[O:28][CH2:27][CH2:26][O:25][C:24]=4[CH:29]=3)[O:20][CH2:19]2)[C:13]2[C:18](=[CH:17][CH:16]=[CH:15][CH:14]=2)[N:10]1[CH2:9][C:4]1[C:3]([NH:2][S:33]([CH3:32])(=[O:35])=[O:34])=[CH:8][CH:7]=[CH:6][N:5]=1. The yield is 0.380. (3) The reactants are [Cl:1][C:2]1[CH:20]=[CH:19][C:5]([O:6][C:7]2[CH:8]=[C:9]([CH:16]=[CH:17][CH:18]=2)[C:10]([NH:12][CH2:13][CH2:14][CH3:15])=[O:11])=[C:4]([N+:21]([O-])=O)[CH:3]=1.Cl[Sn]Cl. No catalyst specified. The product is [NH2:21][C:4]1[CH:3]=[C:2]([Cl:1])[CH:20]=[CH:19][C:5]=1[O:6][C:7]1[CH:8]=[C:9]([CH:16]=[CH:17][CH:18]=1)[C:10]([NH:12][CH2:13][CH2:14][CH3:15])=[O:11]. The yield is 0.760. (4) The reactants are [Cl-].O[NH3+:3].[C:4](=[O:7])([O-])[OH:5].[Na+].CS(C)=O.[CH:13]1([C:16]2[N:17]=[C:18]([CH3:48])[N:19]([C:38]3[CH:43]=[CH:42][C:41]([O:44][CH:45]([CH3:47])[CH3:46])=[CH:40][CH:39]=3)[C:20](=[O:37])[C:21]=2[CH2:22][C:23]2[CH:28]=[CH:27][C:26]([C:29]3[C:30]([C:35]#[N:36])=[CH:31][CH:32]=[CH:33][CH:34]=3)=[CH:25][CH:24]=2)[CH2:15][CH2:14]1. The catalyst is C(OCC)(=O)C. The product is [CH:13]1([C:16]2[N:17]=[C:18]([CH3:48])[N:19]([C:38]3[CH:43]=[CH:42][C:41]([O:44][CH:45]([CH3:46])[CH3:47])=[CH:40][CH:39]=3)[C:20](=[O:37])[C:21]=2[CH2:22][C:23]2[CH:24]=[CH:25][C:26]([C:29]3[CH:34]=[CH:33][CH:32]=[CH:31][C:30]=3[C:35]3[NH:3][C:4](=[O:7])[O:5][N:36]=3)=[CH:27][CH:28]=2)[CH2:15][CH2:14]1. The yield is 0.640. (5) The reactants are [C:1]1([C:7]2[N:11]([S:12]([C:15]3[CH:20]=[CH:19][CH:18]=[C:17]([C:21]([CH3:24])([OH:23])[CH3:22])[CH:16]=3)(=[O:14])=[O:13])[CH:10]=[C:9]([CH2:25][NH:26][C:27](=O)OC(C)(C)C)[CH:8]=2)[CH:6]=[CH:5][CH:4]=[CH:3][CH:2]=1.C(OCC)(=O)C.Cl. The catalyst is C(O)C. The product is [CH3:27][NH:26][CH2:25][C:9]1[CH:8]=[C:7]([C:1]2[CH:6]=[CH:5][CH:4]=[CH:3][CH:2]=2)[N:11]([S:12]([C:15]2[CH:16]=[C:17]([C:21]([OH:23])([CH3:24])[CH3:22])[CH:18]=[CH:19][CH:20]=2)(=[O:14])=[O:13])[CH:10]=1. The yield is 0.760. (6) The product is [Br:1][C:2]1[CH:3]=[C:4]([C:16]([NH:19][CH2:20][C:21]2[C:22](=[O:29])[NH:23][C:24]([CH3:28])=[CH:25][C:26]=2[CH3:27])=[O:18])[C:5]2[C:10]([CH2:11][CH3:12])=[N:9][N:8]([CH:13]([CH3:14])[CH3:15])[C:6]=2[N:7]=1. The yield is 0.816. The reactants are [Br:1][C:2]1[CH:3]=[C:4]([C:16]([OH:18])=O)[C:5]2[C:10]([CH2:11][CH3:12])=[N:9][N:8]([CH:13]([CH3:15])[CH3:14])[C:6]=2[N:7]=1.[NH2:19][CH2:20][C:21]1[C:22](=[O:29])[NH:23][C:24]([CH3:28])=[CH:25][C:26]=1[CH3:27].C1CN([P+](ON2N=NC3C=CC=CC2=3)(N2CCCC2)N2CCCC2)CC1.F[P-](F)(F)(F)(F)F. The catalyst is CS(C)=O. (7) The reactants are [O:1]=[C:2]1[NH:3][C:4]2[C:9](/[C:10]/1=[CH:11]/[C:12]1[NH:16][C:15]([CH3:17])=[C:14]([C:18]([OH:20])=O)[C:13]=1[CH3:21])=[CH:8][CH:7]=[CH:6][CH:5]=2.[CH3:22][N:23]([CH:25]=O)[CH3:24].[CH3:27][N:28]([P+](ON1N=NC2C=CC=CC1=2)(N(C)C)N(C)C)C.F[P-](F)(F)(F)(F)F.[CH3:54][CH:55]1CN[CH2:58][CH:57](C)[N:56]1CCN. The product is [CH3:54][CH:55]1[NH:56][CH:57]([CH3:58])[CH2:24][N:23]([CH2:25][CH2:27][NH:28][C:18]([C:14]2[C:13]([CH3:21])=[C:12](/[CH:11]=[C:10]3\[C:2](=[O:1])[NH:3][C:4]4[C:9]\3=[CH:8][CH:7]=[CH:6][CH:5]=4)[NH:16][C:15]=2[CH3:17])=[O:20])[CH2:22]1. The yield is 0.500. The catalyst is C(Cl)Cl.CO.C(N(CC)CC)C.